From a dataset of Forward reaction prediction with 1.9M reactions from USPTO patents (1976-2016). Predict the product of the given reaction. (1) The product is: [F:16][C:17]1[CH:22]=[CH:21][C:20]([C:23]2[N:24]=[C:25]([CH:28]3[CH2:33][CH2:32][N:31]([C:8]([NH:7][C:2]4[CH:3]=[N:4][CH:5]=[CH:6][N:1]=4)=[O:15])[CH2:30][CH2:29]3)[S:26][CH:27]=2)=[CH:19][CH:18]=1. Given the reactants [N:1]1[CH:6]=[CH:5][N:4]=[CH:3][C:2]=1[NH:7][C:8](=[O:15])OCC(Cl)(Cl)Cl.[F:16][C:17]1[CH:22]=[CH:21][C:20]([C:23]2[N:24]=[C:25]([CH:28]3[CH2:33][CH2:32][NH:31][CH2:30][CH2:29]3)[S:26][CH:27]=2)=[CH:19][CH:18]=1.C(N(C(C)C)CC)(C)C.O, predict the reaction product. (2) Given the reactants [Br:1][C:2]1[CH:3]=[CH:4][C:5]2[N:9]=[C:8](C(Cl)(Cl)Cl)[N:7]([C:14]3[CH:19]=[CH:18][N:17]=[C:16]([NH2:20])[N:15]=3)[C:6]=2[CH:21]=1.[F:22][C:23]([F:27])([F:26])[CH2:24][OH:25].C(=O)([O-])[O-].[Cs+].[Cs+], predict the reaction product. The product is: [Br:1][C:2]1[CH:3]=[CH:4][C:5]2[N:9]=[C:8]([O:25][CH2:24][C:23]([F:27])([F:26])[F:22])[N:7]([C:14]3[CH:19]=[CH:18][N:17]=[C:16]([NH2:20])[N:15]=3)[C:6]=2[CH:21]=1.